This data is from Reaction yield outcomes from USPTO patents with 853,638 reactions. The task is: Predict the reaction yield, written as a fraction of the theoretical maximum amount of product (1.0 means a 100% yield; for example, 0.34 means a 34% yield). (1) The reactants are Br[C:2]1[CH:7]=[CH:6][C:5]([CH2:8][N:9]2[CH2:14][CH2:13][N:12]([C:15]([O:17][C:18]([CH3:21])([CH3:20])[CH3:19])=[O:16])[CH2:11][CH2:10]2)=[C:4]([CH3:22])[CH:3]=1.[CH3:23][C:24]1[CH:29]=[C:28](B(O)O)[CH:27]=[CH:26][N:25]=1.C(=O)([O-])[O-].[K+].[K+].O1CCOCC1. The yield is 0.820. The catalyst is C1C=CC([P]([Pd]([P](C2C=CC=CC=2)(C2C=CC=CC=2)C2C=CC=CC=2)([P](C2C=CC=CC=2)(C2C=CC=CC=2)C2C=CC=CC=2)[P](C2C=CC=CC=2)(C2C=CC=CC=2)C2C=CC=CC=2)(C2C=CC=CC=2)C2C=CC=CC=2)=CC=1.O. The product is [CH3:22][C:4]1[CH:3]=[C:2]([C:28]2[CH:27]=[CH:26][N:25]=[C:24]([CH3:23])[CH:29]=2)[CH:7]=[CH:6][C:5]=1[CH2:8][N:9]1[CH2:14][CH2:13][N:12]([C:15]([O:17][C:18]([CH3:21])([CH3:20])[CH3:19])=[O:16])[CH2:11][CH2:10]1. (2) The reactants are [Cl:1][C:2]1[C:3]([O:30][C@H:31]2[CH2:36][C:35]([F:38])([F:37])[CH2:34][CH2:33][C@@H:32]2[C:39]2[N:43](COCCOC)[N:42]=[CH:41][CH:40]=2)=[CH:4][C:5]([F:29])=[C:6]([S:8]([N:11](CC2C=CC(OC)=CC=2OC)[C:12]2[CH:17]=[CH:16][N:15]=[CH:14][N:13]=2)(=[O:10])=[O:9])[CH:7]=1.C([SiH](CC)CC)C.FC(F)(F)C(O)=O.Cl. The catalyst is CO.ClCCl. The product is [Cl:1][C:2]1[C:3]([O:30][C@H:31]2[CH2:36][C:35]([F:38])([F:37])[CH2:34][CH2:33][C@@H:32]2[C:39]2[NH:43][N:42]=[CH:41][CH:40]=2)=[CH:4][C:5]([F:29])=[C:6]([S:8]([NH:11][C:12]2[CH:17]=[CH:16][N:15]=[CH:14][N:13]=2)(=[O:9])=[O:10])[CH:7]=1. The yield is 0.410. (3) The reactants are Cl[C:2]1[C:7]([CH:8]=[CH:9][C:10]([NH:12][CH2:13][C:14]2[CH:19]=[CH:18][C:17]([NH:20][S:21]([CH3:24])(=[O:23])=[O:22])=[C:16]([F:25])[CH:15]=2)=[O:11])=[CH:6][CH:5]=[C:4]([C:26]([F:29])([F:28])[F:27])[N:3]=1.[CH2:30]([NH:32][CH2:33][CH3:34])[CH3:31]. No catalyst specified. The product is [CH2:30]([N:32]([CH2:33][CH3:34])[C:2]1[C:7]([CH:8]=[CH:9][C:10]([NH:12][CH2:13][C:14]2[CH:19]=[CH:18][C:17]([NH:20][S:21]([CH3:24])(=[O:23])=[O:22])=[C:16]([F:25])[CH:15]=2)=[O:11])=[CH:6][CH:5]=[C:4]([C:26]([F:29])([F:28])[F:27])[N:3]=1)[CH3:31]. The yield is 0.480.